Dataset: NCI-60 drug combinations with 297,098 pairs across 59 cell lines. Task: Regression. Given two drug SMILES strings and cell line genomic features, predict the synergy score measuring deviation from expected non-interaction effect. (1) Drug 1: CC1=C(C=C(C=C1)NC2=NC=CC(=N2)N(C)C3=CC4=NN(C(=C4C=C3)C)C)S(=O)(=O)N.Cl. Drug 2: COC1=C2C(=CC3=C1OC=C3)C=CC(=O)O2. Cell line: OVCAR3. Synergy scores: CSS=-0.285, Synergy_ZIP=5.76, Synergy_Bliss=10.2, Synergy_Loewe=-0.220, Synergy_HSA=-0.993. (2) Drug 1: CS(=O)(=O)CCNCC1=CC=C(O1)C2=CC3=C(C=C2)N=CN=C3NC4=CC(=C(C=C4)OCC5=CC(=CC=C5)F)Cl. Drug 2: CC1C(C(CC(O1)OC2CC(CC3=C2C(=C4C(=C3O)C(=O)C5=CC=CC=C5C4=O)O)(C(=O)C)O)N)O. Cell line: OVCAR3. Synergy scores: CSS=42.0, Synergy_ZIP=1.87, Synergy_Bliss=6.39, Synergy_Loewe=-21.6, Synergy_HSA=5.60. (3) Drug 1: C1=CC=C(C(=C1)C(C2=CC=C(C=C2)Cl)C(Cl)Cl)Cl. Drug 2: CN(CCCl)CCCl.Cl. Cell line: HS 578T. Synergy scores: CSS=2.43, Synergy_ZIP=-1.05, Synergy_Bliss=0.388, Synergy_Loewe=0.621, Synergy_HSA=0.920. (4) Drug 1: C1CC(=O)NC(=O)C1N2CC3=C(C2=O)C=CC=C3N. Drug 2: C1CC(=O)NC(=O)C1N2C(=O)C3=CC=CC=C3C2=O. Cell line: A498. Synergy scores: CSS=1.29, Synergy_ZIP=4.67, Synergy_Bliss=1.81, Synergy_Loewe=-0.825, Synergy_HSA=-0.744. (5) Cell line: SNB-75. Drug 2: CCC1(C2=C(COC1=O)C(=O)N3CC4=CC5=C(C=CC(=C5CN(C)C)O)N=C4C3=C2)O.Cl. Synergy scores: CSS=20.4, Synergy_ZIP=-7.58, Synergy_Bliss=0.215, Synergy_Loewe=-1.23, Synergy_HSA=-0.321. Drug 1: C#CCC(CC1=CN=C2C(=N1)C(=NC(=N2)N)N)C3=CC=C(C=C3)C(=O)NC(CCC(=O)O)C(=O)O. (6) Drug 1: CC1OCC2C(O1)C(C(C(O2)OC3C4COC(=O)C4C(C5=CC6=C(C=C35)OCO6)C7=CC(=C(C(=C7)OC)O)OC)O)O. Drug 2: CC1=CC2C(CCC3(C2CCC3(C(=O)C)OC(=O)C)C)C4(C1=CC(=O)CC4)C. Cell line: SK-MEL-5. Synergy scores: CSS=22.6, Synergy_ZIP=11.8, Synergy_Bliss=13.7, Synergy_Loewe=-16.5, Synergy_HSA=5.39. (7) Drug 1: CC1=C(N=C(N=C1N)C(CC(=O)N)NCC(C(=O)N)N)C(=O)NC(C(C2=CN=CN2)OC3C(C(C(C(O3)CO)O)O)OC4C(C(C(C(O4)CO)O)OC(=O)N)O)C(=O)NC(C)C(C(C)C(=O)NC(C(C)O)C(=O)NCCC5=NC(=CS5)C6=NC(=CS6)C(=O)NCCC[S+](C)C)O. Synergy scores: CSS=33.8, Synergy_ZIP=4.72, Synergy_Bliss=9.23, Synergy_Loewe=-9.70, Synergy_HSA=10.7. Cell line: PC-3. Drug 2: C(CN)CNCCSP(=O)(O)O. (8) Drug 1: C1=CN(C=N1)CC(O)(P(=O)(O)O)P(=O)(O)O. Drug 2: C1=NC2=C(N1)C(=S)N=CN2. Cell line: SF-268. Synergy scores: CSS=40.7, Synergy_ZIP=-2.14, Synergy_Bliss=0.0313, Synergy_Loewe=-4.97, Synergy_HSA=0.382. (9) Cell line: HS 578T. Drug 2: CCC1=CC2CC(C3=C(CN(C2)C1)C4=CC=CC=C4N3)(C5=C(C=C6C(=C5)C78CCN9C7C(C=CC9)(C(C(C8N6C)(C(=O)OC)O)OC(=O)C)CC)OC)C(=O)OC.C(C(C(=O)O)O)(C(=O)O)O. Drug 1: CC12CCC3C(C1CCC2=O)CC(=C)C4=CC(=O)C=CC34C. Synergy scores: CSS=70.3, Synergy_ZIP=1.81, Synergy_Bliss=1.71, Synergy_Loewe=-3.22, Synergy_HSA=4.47. (10) Drug 1: CCCCCOC(=O)NC1=NC(=O)N(C=C1F)C2C(C(C(O2)C)O)O. Drug 2: C(CCl)NC(=O)N(CCCl)N=O. Cell line: SK-MEL-5. Synergy scores: CSS=-0.0425, Synergy_ZIP=0.0442, Synergy_Bliss=2.82, Synergy_Loewe=-3.08, Synergy_HSA=-0.339.